This data is from Forward reaction prediction with 1.9M reactions from USPTO patents (1976-2016). The task is: Predict the product of the given reaction. (1) The product is: [F:35][CH:34]([F:36])[C:30]1[C:29]([O:37][C@H:38]2[CH2:43][CH2:42][C@@H:41]([CH3:44])[CH2:40][CH2:39]2)=[CH:28][CH:27]=[C:26]2[C:31]=1[CH:32]=[CH:33][C:24]([CH:21]([N:19]1[CH:14]3[CH2:15][CH2:16][CH:17]1[CH2:18][CH:12]([C:10]([O:9][CH3:8])=[O:11])[CH2:13]3)[CH2:22][CH3:23])=[CH:25]2. Given the reactants C(=O)([O-])[O-].[K+].[K+].Cl.[CH3:8][O:9][C:10]([CH:12]1[CH2:18][CH:17]2[NH:19][CH:14]([CH2:15][CH2:16]2)[CH2:13]1)=[O:11].Br[CH:21]([C:24]1[CH:25]=[C:26]2[C:31](=[CH:32][CH:33]=1)[C:30]([CH:34]([F:36])[F:35])=[C:29]([O:37][C@H:38]1[CH2:43][CH2:42][C@@H:41]([CH3:44])[CH2:40][CH2:39]1)[CH:28]=[CH:27]2)[CH2:22][CH3:23].CN(C=O)C, predict the reaction product. (2) Given the reactants [OH:1][C:2]1[CH:9]=[C:8]([O:10][CH3:11])[C:7]([C:12]2[S:13][CH:14]=[CH:15][CH:16]=2)=[CH:6][C:3]=1[CH:4]=O.[C:17]([C:20]1[CH:28]=[CH:27][C:23]([C:24]([OH:26])=[O:25])=[CH:22][CH:21]=1)(=[O:19])[CH3:18].C[O-].[Li+].Cl, predict the reaction product. The product is: [OH:1][C:2]1[CH:9]=[C:8]([O:10][CH3:11])[C:7]([C:12]2[S:13][CH:14]=[CH:15][CH:16]=2)=[CH:6][C:3]=1/[CH:4]=[CH:18]/[C:17]([C:20]1[CH:28]=[CH:27][C:23]([C:24]([OH:26])=[O:25])=[CH:22][CH:21]=1)=[O:19]. (3) Given the reactants [N+:1]([O-:4])(O)=[O:2].[C:5]([N:8]1[CH2:14][CH2:13][C:12]2[CH:15]=[CH:16][CH:17]=[CH:18][C:11]=2[CH2:10][CH2:9]1)(=[O:7])[CH3:6].[OH-].[Na+], predict the reaction product. The product is: [C:5]([N:8]1[CH2:14][CH2:13][C:12]2[CH:15]=[CH:16][C:17]([N+:1]([O-:4])=[O:2])=[CH:18][C:11]=2[CH2:10][CH2:9]1)(=[O:7])[CH3:6]. (4) Given the reactants [CH2:1]([O:3][C:4](=[O:20])[CH:5]([O:17][CH2:18][CH3:19])[CH2:6][C:7]1[CH:12]=[CH:11][C:10]([OH:13])=[CH:9][C:8]=1[O:14][CH2:15][CH3:16])[CH3:2].[CH3:21][C:22]1[S:26][C:25]([C:27]2[CH:32]=[CH:31][CH:30]=[CH:29][CH:28]=2)=[N:24][C:23]=1[CH2:33][CH2:34]O.C1(P(C2C=CC=CC=2)C2C=CC=CC=2)C=CC=CC=1.N(C(OC(C)(C)C)=O)=NC(OC(C)(C)C)=O, predict the reaction product. The product is: [CH2:1]([O:3][C:4](=[O:20])[CH:5]([O:17][CH2:18][CH3:19])[CH2:6][C:7]1[CH:12]=[CH:11][C:10]([O:13][CH2:34][CH2:33][C:23]2[N:24]=[C:25]([C:27]3[CH:32]=[CH:31][CH:30]=[CH:29][CH:28]=3)[S:26][C:22]=2[CH3:21])=[CH:9][C:8]=1[O:14][CH2:15][CH3:16])[CH3:2].